The task is: Predict the reaction yield, written as a fraction of the theoretical maximum amount of product (1.0 means a 100% yield; for example, 0.34 means a 34% yield).. This data is from Reaction yield outcomes from USPTO patents with 853,638 reactions. (1) The reactants are Cl.[CH:2]1([NH:5][CH3:6])[CH2:4][CH2:3]1.CCN(CC)CC.[CH2:14]([O:16][C:17](=[O:34])[CH2:18][C:19]1[N:32]=[C:31](Cl)[C:22]2[C:23]3[CH2:24][CH2:25][CH2:26][CH2:27][CH2:28][C:29]=3[S:30][C:21]=2[N:20]=1)[CH3:15]. The catalyst is CO. The product is [CH2:14]([O:16][C:17](=[O:34])[CH2:18][C:19]1[N:32]=[C:31]([N:5]([CH:2]2[CH2:4][CH2:3]2)[CH3:6])[C:22]2[C:23]3[CH2:24][CH2:25][CH2:26][CH2:27][CH2:28][C:29]=3[S:30][C:21]=2[N:20]=1)[CH3:15]. The yield is 0.810. (2) The reactants are [Cl:1][C:2]1[C:8]([OH:9])=[CH:7][CH:6]=[CH:5][C:3]=1O.[C:10]1([CH2:16][C:17]([OH:19])=O)[CH:15]=[CH:14][CH:13]=[CH:12][CH:11]=1.P(Cl)(Cl)(Cl)(Cl)Cl.CN([CH:29]=[O:30])C. No catalyst specified. The product is [Cl:1][C:2]1[CH:3]=[C:5]2[C:6](=[CH:7][C:8]=1[OH:9])[O:19][CH:17]=[C:16]([C:10]1[CH:11]=[CH:12][CH:13]=[CH:14][CH:15]=1)[C:29]2=[O:30]. The yield is 0.850. (3) The reactants are C[O:2][C:3](=O)[CH:4]([CH3:28])[CH2:5][C:6]1[CH:27]=[CH:26][C:9]2[C:10]3[N:14]([CH2:15][CH2:16][O:17][C:8]=2[CH:7]=1)[CH:13]=[C:12]([C:18]1[N:19]([CH:23]([CH3:25])[CH3:24])[N:20]=[CH:21][N:22]=1)[N:11]=3.O.[OH-].[Li+].C[N:34](C(ON1N=NC2C=CC=NC1=2)=[N+](C)C)C.F[P-](F)(F)(F)(F)F.[Cl-].[NH4+].C(N(CC)CC)C. The catalyst is CO.O. The product is [CH:23]([N:19]1[C:18]([C:12]2[N:11]=[C:10]3[C:9]4[CH:26]=[CH:27][C:6]([CH2:5][CH:4]([CH3:28])[C:3]([NH2:34])=[O:2])=[CH:7][C:8]=4[O:17][CH2:16][CH2:15][N:14]3[CH:13]=2)=[N:22][CH:21]=[N:20]1)([CH3:25])[CH3:24]. The yield is 0.420. (4) The reactants are CC1C=C(N2CCN(CC3C=CC(C(F)(F)F)=CC=3)C2=O)SC=1C(OCC)=O.[F:29][C:30]1[CH:54]=[CH:53][C:33]([CH2:34][N:35]2[CH2:40][CH2:39][CH2:38][N:37]([C:41]3[S:42][C:43]([C:47]([O:49]CC)=[O:48])=[C:44]([CH3:46])[N:45]=3)[C:36]2=[O:52])=[CH:32][CH:31]=1. No catalyst specified. The yield is 0.960. The product is [F:29][C:30]1[CH:31]=[CH:32][C:33]([CH2:34][N:35]2[CH2:40][CH2:39][CH2:38][N:37]([C:41]3[S:42][C:43]([C:47]([OH:49])=[O:48])=[C:44]([CH3:46])[N:45]=3)[C:36]2=[O:52])=[CH:53][CH:54]=1. (5) The reactants are [F:1][C:2]1[CH:8]=[CH:7][C:5]([NH2:6])=[CH:4][C:3]=1[CH2:9][N:10]1[CH2:15][CH2:14][N:13]([CH3:16])[CH2:12][CH2:11]1.[NH2:17][C:18]1[CH:27]=[C:26]2[C:21]([CH:22]=[C:23]([C:31]3[C:32]([CH3:45])=[CH:33][C:34]([F:44])=[C:35]([NH:37][C:38](=O)[O:39]C(C)=C)[CH:36]=3)[C:24](=[O:30])[N:25]2[CH2:28][CH3:29])=[CH:20][N:19]=1. The catalyst is O1CCOCC1.CN1CCCC1.CS(C)=O. The product is [NH2:17][C:18]1[CH:27]=[C:26]2[C:21]([CH:22]=[C:23]([C:31]3[C:32]([CH3:45])=[CH:33][C:34]([F:44])=[C:35]([NH:37][C:38]([NH:6][C:5]4[CH:7]=[CH:8][C:2]([F:1])=[C:3]([CH2:9][N:10]5[CH2:15][CH2:14][N:13]([CH3:16])[CH2:12][CH2:11]5)[CH:4]=4)=[O:39])[CH:36]=3)[C:24](=[O:30])[N:25]2[CH2:28][CH3:29])=[CH:20][N:19]=1. The yield is 0.220. (6) The reactants are N(C(OCC)=O)=N[C:3](OCC)=[O:4].[Cl:13][C:14]1[CH:33]=[CH:32][C:17]([NH:18][C:19]2[C:28]3[C:23](=[CH:24][C:25]([OH:31])=[C:26](OC)[CH:27]=3)[N:22]=[CH:21][N:20]=2)=[C:16]([F:34])[CH:15]=1.O[CH2:36][CH2:37][CH2:38][N:39]1[C:44](=[O:45])[CH2:43][O:42][CH2:41][C:40]1=[O:46].C1(P(C2C=CC=CC=2)C2C=CC=CC=2)C=CC=CC=1. The catalyst is C(Cl)Cl. The product is [ClH:13].[Cl:13][C:14]1[CH:33]=[CH:32][C:17]([NH:18][C:19]2([O:4][CH3:3])[C:28]3[C:23](=[CH:24][C:25]([O:31][CH2:36][CH2:37][CH2:38][N:39]4[C:44](=[O:45])[CH2:43][O:42][CH2:41][C:40]4=[O:46])=[CH:26][CH:27]=3)[N:22]=[CH:21][NH:20]2)=[C:16]([F:34])[CH:15]=1. The yield is 0.100. (7) The reactants are [CH3:1][C:2]1[CH:11]=[N:10][C:9]2[C:4](=[CH:5][CH:6]=[C:7]([NH2:12])[CH:8]=2)[N:3]=1.[Br:13]Br. The catalyst is C(O)(=O)C. The product is [BrH:13].[CH3:1][C:2]1[CH:11]=[N:10][C:9]2[C:4](=[CH:5][CH:6]=[C:7]([NH2:12])[C:8]=2[Br:13])[N:3]=1. The yield is 0.940.